This data is from Full USPTO retrosynthesis dataset with 1.9M reactions from patents (1976-2016). The task is: Predict the reactants needed to synthesize the given product. (1) The reactants are: [OH:1][NH:2][C:3]([CH:5]=[CH:6][C:7]1[CH:35]=[CH:34][C:10]([CH2:11][NH:12][C:13](=[O:33])[C:14]2[CH:19]=[CH:18][C:17]([N:20]3[CH2:25][CH2:24]N(CC4C=NC=CC=4)[CH2:22][CH2:21]3)=[CH:16][CH:15]=2)=[CH:9][CH:8]=1)=[O:4].C(OC(=O)C=CC1C=CC(CNC(=O)C2C=CC(N3CCCC3)=CC=2)=CC=1)C. Given the product [OH:1][NH:2][C:3]([CH:5]=[CH:6][C:7]1[CH:8]=[CH:9][C:10]([CH2:11][NH:12][C:13](=[O:33])[C:14]2[CH:19]=[CH:18][C:17]([N:20]3[CH2:25][CH2:24][CH2:22][CH2:21]3)=[CH:16][CH:15]=2)=[CH:34][CH:35]=1)=[O:4], predict the reactants needed to synthesize it. (2) The reactants are: [Cl:1][C:2]1[CH:3]=[C:4]([CH:6]=[CH:7][C:8]=1[CH3:9])[NH2:5].B(Cl)(Cl)Cl.[Cl:14][CH2:15][C:16]#N.[Cl-].C([Al+]CC)C.Cl.C(OCC)(=[O:27])C. Given the product [NH2:5][C:4]1[CH:3]=[C:2]([Cl:1])[C:8]([CH3:9])=[CH:7][C:6]=1[C:16](=[O:27])[CH2:15][Cl:14], predict the reactants needed to synthesize it.